This data is from Reaction yield outcomes from USPTO patents with 853,638 reactions. The task is: Predict the reaction yield, written as a fraction of the theoretical maximum amount of product (1.0 means a 100% yield; for example, 0.34 means a 34% yield). (1) The reactants are CC1(C)C(C)(C)OB([C:9]2[CH:14]=[CH:13][C:12]([C:15]3[NH:19][C:18]([C@@H:20]4[CH2:24][CH2:23][CH2:22][N:21]4[C:25]([O:27][C:28]([CH3:31])([CH3:30])[CH3:29])=[O:26])=[N:17][CH:16]=3)=[CH:11][CH:10]=2)O1.Cl[C:34]1[N:39]=[CH:38][C:37]([C:40]2[N:44]([CH2:45][O:46][CH2:47][CH2:48][Si:49]([CH3:52])([CH3:51])[CH3:50])[C:43]([C@@H:53]3[CH2:57][CH2:56][CH2:55][N:54]3[C:58]([O:60][C:61]([CH3:64])([CH3:63])[CH3:62])=[O:59])=[N:42][CH:41]=2)=[CH:36][N:35]=1.C([O-])(O)=O.[Na+].COCCOC. The catalyst is C(OCC)(=O)C.[Pd].O. The product is [C:61]([O:60][C:58]([N:54]1[CH2:55][CH2:56][CH2:57][C@H:53]1[C:43]1[N:44]([CH2:45][O:46][CH2:47][CH2:48][Si:49]([CH3:52])([CH3:51])[CH3:50])[C:40]([C:37]2[CH:36]=[N:35][C:34]([C:9]3[CH:10]=[CH:11][C:12]([C:15]4[NH:19][C:18]([C@@H:20]5[CH2:24][CH2:23][CH2:22][N:21]5[C:25]([O:27][C:28]([CH3:31])([CH3:30])[CH3:29])=[O:26])=[N:17][CH:16]=4)=[CH:13][CH:14]=3)=[N:39][CH:38]=2)=[CH:41][N:42]=1)=[O:59])([CH3:64])([CH3:63])[CH3:62]. The yield is 0.980. (2) The reactants are [C:1]([O:7][C:8]1[CH:13]=[CH:12][CH:11]=[C:10]([CH2:14]O)[CH:9]=1)(=[O:6])[C:2]([CH3:5])([CH3:4])[CH3:3].N1C=CN=C1.C1(P(C2C=CC=CC=2)C2C=CC=CC=2)C=CC=CC=1.[Br:40]Br. The catalyst is ClCCl. The product is [C:1]([O:7][C:8]1[CH:13]=[CH:12][CH:11]=[C:10]([CH2:14][Br:40])[CH:9]=1)(=[O:6])[C:2]([CH3:5])([CH3:4])[CH3:3]. The yield is 0.830. (3) The reactants are [Br:1][CH2:2][CH2:3][CH2:4][CH2:5][CH2:6][CH2:7][CH2:8][CH2:9][CH2:10][OH:11].C(=O)(O)[O-].[Na+].[Br-].[K+].S(=O)(O)[O-].[Na+]. The catalyst is O.ClCCl. The product is [Br:1][CH2:2][CH2:3][CH2:4][CH2:5][CH2:6][CH2:7][CH2:8][CH2:9][CH:10]=[O:11]. The yield is 0.940. (4) The reactants are [I:1][C:2]1[C:10]2[C:5](=[CH:6][CH:7]=[CH:8][C:9]=2[N+:11]([O-:13])=[O:12])[NH:4][N:3]=1.C(N=C(N(C)C)N(C)C)(C)(C)C.Cl.Cl[CH2:28][C:29]1[CH:34]=[CH:33][C:32]([C:35]([F:38])([F:37])[F:36])=[CH:31][N:30]=1. The catalyst is CC#N. The product is [I:1][C:2]1[C:10]2[C:5](=[CH:6][CH:7]=[CH:8][C:9]=2[N+:11]([O-:13])=[O:12])[N:4]([CH2:28][C:29]2[CH:34]=[CH:33][C:32]([C:35]([F:37])([F:36])[F:38])=[CH:31][N:30]=2)[N:3]=1. The yield is 0.540. (5) The reactants are [Br:1][C:2]1[CH:7]=[CH:6][C:5]([C:8]2[C:12]3[CH2:13][N:14]([C:17](=[O:19])[CH3:18])[CH2:15][CH2:16][C:11]=3[N:10]([CH2:20][C@H:21]3[CH2:23][O:22]3)[N:9]=2)=[CH:4][CH:3]=1.[CH3:24][C:25]1[CH:30]=[CH:29][C:28]([Cl:31])=[CH:27][C:26]=1[N:32]1[CH2:37][CH2:36][NH:35][CH2:34][CH2:33]1. The catalyst is CCO.C(Cl)Cl. The product is [Br:1][C:2]1[CH:3]=[CH:4][C:5]([C:8]2[C:12]3[CH2:13][N:14]([C:17](=[O:19])[CH3:18])[CH2:15][CH2:16][C:11]=3[N:10]([CH2:20][C@H:21]([OH:22])[CH2:23][N:35]3[CH2:34][CH2:33][N:32]([C:26]4[CH:27]=[C:28]([Cl:31])[CH:29]=[CH:30][C:25]=4[CH3:24])[CH2:37][CH2:36]3)[N:9]=2)=[CH:6][CH:7]=1. The yield is 0.610. (6) The reactants are C([N:8]1[CH2:13][CH2:12][C@@H:11]([CH3:14])[C@@H:10]([N:15]([CH3:25])[C:16]2[C:17]3[CH:24]=[CH:23][NH:22][C:18]=3[N:19]=[CH:20][N:21]=2)[CH2:9]1)C1C=CC=CC=1.FC(F)(F)C(O)=O. The catalyst is CO.[OH-].[Pd+2].[OH-]. The product is [CH3:25][N:15]([C@@H:10]1[C@H:11]([CH3:14])[CH2:12][CH2:13][NH:8][CH2:9]1)[C:16]1[C:17]2[CH:24]=[CH:23][NH:22][C:18]=2[N:19]=[CH:20][N:21]=1. The yield is 0.390. (7) The yield is 0.696. The product is [NH:1]1[C:9]2[C:4](=[CH:5][CH:6]=[CH:7][CH:8]=2)[C:3]2([CH2:29][CH2:28][CH2:27][CH2:26][CH2:25]2)[C:2]1=[O:10]. The reactants are [NH:1]1[C:9]2[C:4](=[CH:5][CH:6]=[CH:7][CH:8]=2)[CH2:3][C:2]1=[O:10].C([Li])CCC.CN(C)CCN(C)C.I[CH2:25][CH2:26][CH2:27][CH2:28][CH2:29]I.[Cl-].[NH4+]. The catalyst is O1CCCC1.CCOC(C)=O.